Task: Predict the reaction yield, written as a fraction of the theoretical maximum amount of product (1.0 means a 100% yield; for example, 0.34 means a 34% yield).. Dataset: Reaction yield outcomes from USPTO patents with 853,638 reactions (1) The reactants are [C:1]([C:3]1[CH:8]=[CH:7][CH:6]=[CH:5][C:4]=1[C:9]1[CH:14]=[CH:13][C:12]([CH2:15][C:16]2[C:17](=[O:39])[N:18]([C@H:28]3[CH2:33][CH2:32][C@H:31]([O:34][CH2:35][C:36](O)=[O:37])[CH2:30][CH2:29]3)[C:19]3[N:20]([N:25]=[CH:26][N:27]=3)[C:21]=2[CH2:22][CH2:23][CH3:24])=[CH:11][CH:10]=1)#[N:2].[NH:40]([C:42]([O:44][C:45]([CH3:48])([CH3:47])[CH3:46])=[O:43])[NH2:41].Cl.C(N=C=NCCCN(C)C)C.ON1C2C=CC=CC=2N=N1. The catalyst is O.C(OCC)(=O)C.CN(C=O)C. The product is [C:1]([C:3]1[CH:8]=[CH:7][CH:6]=[CH:5][C:4]=1[C:9]1[CH:14]=[CH:13][C:12]([CH2:15][C:16]2[C:17](=[O:39])[N:18]([C@H:28]3[CH2:29][CH2:30][C@H:31]([O:34][CH2:35][C:36]([NH:41][NH:40][C:42]([O:44][C:45]([CH3:48])([CH3:47])[CH3:46])=[O:43])=[O:37])[CH2:32][CH2:33]3)[C:19]3[N:20]([N:25]=[CH:26][N:27]=3)[C:21]=2[CH2:22][CH2:23][CH3:24])=[CH:11][CH:10]=1)#[N:2]. The yield is 0.720. (2) The yield is 0.620. The catalyst is CN(C)C(=O)C.[Pd].C1(P(C2C=CC=CC=2)C2C=CC=CC=2)C=CC=CC=1.C1(P(C2C=CC=CC=2)C2C=CC=CC=2)C=CC=CC=1.C1(P(C2C=CC=CC=2)C2C=CC=CC=2)C=CC=CC=1.C1(P(C2C=CC=CC=2)C2C=CC=CC=2)C=CC=CC=1. The product is [CH3:12][O:11][C:3]1[CH:4]=[C:5]([N+:8]([O-:10])=[O:9])[CH:6]=[CH:7][C:2]=1[C:21]1[S:20][C:19]([CH3:18])=[N:23][C:22]=1[CH3:24]. The reactants are Br[C:2]1[CH:7]=[CH:6][C:5]([N+:8]([O-:10])=[O:9])=[CH:4][C:3]=1[O:11][CH3:12].C([O-])(=O)C.[K+].[CH3:18][C:19]1[S:20][CH:21]=[C:22]([CH3:24])[N:23]=1. (3) The reactants are [CH3:1][S:2]([OH:4])=[O:3].Br[C:6]1[CH:7]=[CH:8]C=[CH:10][CH:11]=1.CC1(C)C(C)(C)OB([C:20]2[CH:25]=[CH:24][C:23]([N+:26]([O-:28])=[O:27])=[CH:22][C:21]=2[CH3:29])O1.[C:31](=O)([O-])[O-].[Cs+].[Cs+]. The catalyst is CN(C=O)C.C1C=CC(P(C2C=CC=CC=2)[C-]2C=CC=C2)=CC=1.C1C=CC(P(C2C=CC=CC=2)[C-]2C=CC=C2)=CC=1.Cl[Pd]Cl.[Fe+2]. The product is [CH3:31][O:3][S:2]([C:1]1[CH:10]=[C:11]([C:20]2[CH:25]=[CH:24][C:23]([N+:26]([O-:28])=[O:27])=[CH:22][C:21]=2[CH3:29])[CH:6]=[CH:7][CH:8]=1)=[O:4]. The yield is 0.560. (4) The product is [CH3:22][C:23]([S:9][C:5]1[CH:6]=[CH:7][CH:8]=[C:3]([C:2]([F:1])([F:20])[F:21])[CH:4]=1)([CH3:28])[CH2:24][C:25]([OH:27])=[O:26]. The reactants are [F:1][C:2]([F:21])([F:20])[C:3]1[CH:4]=[C:5]([S:9](C2C=CC(C#N)=CC=2)(=O)=O)[CH:6]=[CH:7][CH:8]=1.[CH3:22][C:23]([CH3:28])=[CH:24][C:25]([OH:27])=[O:26].II. The catalyst is CCOC(C)=O. The yield is 0.786. (5) The reactants are [NH2:1][C:2]1[N:3]([C:8]2[C:17]3[C:12](=[CH:13][CH:14]=[CH:15][CH:16]=3)[C:11]([CH:18]3[CH2:20][CH2:19]3)=[CH:10][CH:9]=2)[C:4]([SH:7])=[N:5][N:6]=1.[Cl:21][C:22]1[CH:23]=[C:24]([CH:28]=[CH:29][C:30]=1[NH:31][C:32](=[O:35])[CH2:33]Cl)[C:25]([OH:27])=[O:26].O. The catalyst is CN(C=O)C. The product is [NH2:1][C:2]1[N:3]([C:8]2[C:17]3[C:12](=[CH:13][CH:14]=[CH:15][CH:16]=3)[C:11]([CH:18]3[CH2:20][CH2:19]3)=[CH:10][CH:9]=2)[C:4]([S:7][CH2:33][C:32]([NH:31][C:30]2[CH:29]=[CH:28][C:24]([C:25]([OH:27])=[O:26])=[CH:23][C:22]=2[Cl:21])=[O:35])=[N:5][N:6]=1. The yield is 0.750. (6) The reactants are I[C:2]1[C:11]2[C:6](=[CH:7][CH:8]=[CH:9][CH:10]=2)[C:5]([N+:12]([O-])=O)=[CH:4][C:3]=1[N+:15]([O-])=O.O.O.Cl[Sn]Cl.C([O-])(O)=O.[Na+].O(C(OC(C)(C)C)=O)C(OC(C)(C)C)=O. The catalyst is CCOC(C)=O.C1COCC1. The product is [NH2:12][C:5]1[C:6]2[C:11](=[CH:10][CH:9]=[CH:8][CH:7]=2)[CH:2]=[C:3]([NH2:15])[CH:4]=1. The yield is 0.880. (7) The reactants are [C:1]1([N:7]=[N:8][C:9]2[CH:27]=[CH:26][C:12]([C:13]([NH:15][CH2:16][CH2:17][CH2:18][CH2:19][CH2:20][CH2:21][C:22](OC)=[O:23])=[O:14])=[CH:11][CH:10]=2)[CH:6]=[CH:5][CH:4]=[CH:3][CH:2]=1.[NH2:28][OH:29].[OH-].[Na+].Cl. The catalyst is CO. The product is [OH:29][NH:28][C:22](=[O:23])[CH2:21][CH2:20][CH2:19][CH2:18][CH2:17][CH2:16][NH:15][C:13](=[O:14])[C:12]1[CH:26]=[CH:27][C:9]([N:8]=[N:7][C:1]2[CH:6]=[CH:5][CH:4]=[CH:3][CH:2]=2)=[CH:10][CH:11]=1. The yield is 0.770. (8) The reactants are [CH2:1]([C:3]1[N:4]([C:28]2[CH:33]=[CH:32][C:31]([OH:34])=[CH:30][CH:29]=2)[C:5](=[O:27])[C:6]([CH2:12][C:13]2[CH:18]=[CH:17][C:16]([C:19]3[C:20]([C:25]#[N:26])=[CH:21][CH:22]=[CH:23][CH:24]=3)=[CH:15][CH:14]=2)=[C:7]([CH2:9][CH2:10][CH3:11])[N:8]=1)[CH3:2].[CH3:35][N:36]1[CH2:41][CH2:40][CH:39](O)[CH2:38][CH2:37]1.C1(P(C2C=CC=CC=2)C2C=CC=CC=2)C=CC=CC=1.[N:63]([C:64]([O:66]C(C)C)=[O:65])=[N:63][C:64]([O:66]C(C)C)=[O:65]. The catalyst is O1CCCC1.O. The product is [CH2:1]([C:3]1[N:4]([C:28]2[CH:33]=[CH:32][C:31]([O:34][CH:39]3[CH2:40][CH2:41][N:36]([CH3:35])[CH2:37][CH2:38]3)=[CH:30][CH:29]=2)[C:5](=[O:27])[C:6]([CH2:12][C:13]2[CH:18]=[CH:17][C:16]([C:19]3[CH:24]=[CH:23][CH:22]=[CH:21][C:20]=3[C:25]3[NH:63][C:64](=[O:65])[O:66][N:26]=3)=[CH:15][CH:14]=2)=[C:7]([CH2:9][CH2:10][CH3:11])[N:8]=1)[CH3:2]. The yield is 0.250. (9) The reactants are [Cl:1][C:2]1[CH:13]=[C:12]([Cl:14])[CH:11]=[CH:10][C:3]=1[CH:4]=[C:5]([C:8]#[N:9])[C:6]#[N:7].O1CCCC1.[BH4-].[Na+]. The catalyst is C(O)C. The product is [Cl:1][C:2]1[CH:13]=[C:12]([Cl:14])[CH:11]=[CH:10][C:3]=1[CH2:4][CH:5]([C:6]#[N:7])[C:8]#[N:9]. The yield is 0.690.